The task is: Predict the product of the given reaction.. This data is from Forward reaction prediction with 1.9M reactions from USPTO patents (1976-2016). Given the reactants C([N:8]1[CH2:13][CH2:12][C:11]([C:15]([F:18])([F:17])[F:16])([OH:14])[CH2:10][CH2:9]1)C1C=CC=CC=1.[H][H], predict the reaction product. The product is: [F:18][C:15]([F:16])([F:17])[C:11]1([OH:14])[CH2:10][CH2:9][NH:8][CH2:13][CH2:12]1.